This data is from Forward reaction prediction with 1.9M reactions from USPTO patents (1976-2016). The task is: Predict the product of the given reaction. (1) The product is: [SH:3][CH2:4][CH2:5][CH2:6][CH2:7][CH2:8][CH2:9][CH2:10][CH2:11][CH2:12][CH2:13][CH2:14][O:15][CH2:16][CH2:17][O:18][CH2:19][CH2:20][O:21][CH2:22][CH2:23][O:24][C:25]1[CH:35]=[CH:34][C:28]([O:29][CH2:30][C:31]([OH:33])=[O:32])=[CH:27][CH:26]=1. Given the reactants O=C(C)[S:3][CH2:4][CH2:5][CH2:6][CH2:7][CH2:8][CH2:9][CH2:10][CH2:11][CH2:12][CH2:13][CH2:14][O:15][CH2:16][CH2:17][O:18][CH2:19][CH2:20][O:21][CH2:22][CH2:23][O:24][C:25]1[CH:35]=[CH:34][C:28]([O:29][CH2:30][C:31]([OH:33])=[O:32])=[CH:27][CH:26]=1.C(O)(=O)C.NN, predict the reaction product. (2) Given the reactants [CH2:1]([O:8][C:9]([N:11]1[CH2:17][CH2:16][CH2:15][CH:14]([NH2:18])[CH:13]([OH:19])[CH2:12]1)=[O:10])[C:2]1[CH:7]=[CH:6][CH:5]=[CH:4][CH:3]=1.[C:20]([O:24][C:25]([NH:27][C@@H:28]([CH2:32][CH:33]1[CH2:37][CH2:36][CH2:35][CH2:34]1)[C:29](O)=[O:30])=[O:26])([CH3:23])([CH3:22])[CH3:21].CN1CCOCC1.CN(C(ON1N=NC2C=CC=CC1=2)=[N+](C)C)C.F[P-](F)(F)(F)(F)F, predict the reaction product. The product is: [CH2:1]([O:8][C:9]([N:11]1[CH2:17][CH2:16][CH2:15][CH:14]([NH:18][C:29](=[O:30])[C@@H:28]([NH:27][C:25]([O:24][C:20]([CH3:22])([CH3:21])[CH3:23])=[O:26])[CH2:32][CH:33]2[CH2:37][CH2:36][CH2:35][CH2:34]2)[CH:13]([OH:19])[CH2:12]1)=[O:10])[C:2]1[CH:3]=[CH:4][CH:5]=[CH:6][CH:7]=1. (3) Given the reactants [CH2:1]([O:3][C:4](=[O:15])[CH2:5][O:6][C:7]1[CH:11]=[C:10]([C:12](O)=[O:13])[O:9][N:8]=1)[CH3:2].C(Cl)(=O)C([Cl:19])=O.CN(C=O)C, predict the reaction product. The product is: [Cl:19][C:12]([C:10]1[O:9][N:8]=[C:7]([O:6][CH2:5][C:4]([O:3][CH2:1][CH3:2])=[O:15])[CH:11]=1)=[O:13].